From a dataset of Full USPTO retrosynthesis dataset with 1.9M reactions from patents (1976-2016). Predict the reactants needed to synthesize the given product. (1) The reactants are: [CH3:1][C:2]1[C:7]([C:8]#[N:9])=[CH:6][N:5]=[CH:4][CH:3]=1.C(N(CC)CC)C.[SH2:17]. Given the product [CH3:1][C:2]1[CH:3]=[CH:4][N:5]=[CH:6][C:7]=1[C:8](=[S:17])[NH2:9], predict the reactants needed to synthesize it. (2) Given the product [CH3:13][C:14]1[CH:15]=[C:16]([S:21]([CH2:26][C:27]2[N:28]=[C:29]([C:33]3[CH:42]=[CH:41][C:36]([C:37]([O:39][CH3:40])=[O:38])=[CH:35][CH:34]=3)[O:30][C:31]=2[CH3:32])(=[O:23])=[O:22])[CH:17]=[C:18]([CH3:20])[CH:19]=1, predict the reactants needed to synthesize it. The reactants are: [O-]S([O-])=O.[Na+].[Na+].C([O-])([O-])=O.[Na+].[Na+].[CH3:13][C:14]1[CH:15]=[C:16]([S:21](Cl)(=[O:23])=[O:22])[CH:17]=[C:18]([CH3:20])[CH:19]=1.Cl[CH2:26][C:27]1[N:28]=[C:29]([C:33]2[CH:42]=[CH:41][C:36]([C:37]([O:39][CH3:40])=[O:38])=[CH:35][CH:34]=2)[O:30][C:31]=1[CH3:32]. (3) Given the product [CH3:27][O:28][C:29]1[CH:30]=[C:31]([NH:32][C:2]2[CH:7]=[C:6]([O:8][C:9]3[C:18]4[C:13](=[CH:14][CH:15]=[CH:16][CH:17]=4)[C:12]([NH:19][C:20](=[O:26])[O:21][C:22]([CH3:24])([CH3:23])[CH3:25])=[CH:11][CH:10]=3)[CH:5]=[CH:4][N:3]=2)[CH:33]=[CH:34][CH:35]=1, predict the reactants needed to synthesize it. The reactants are: Cl[C:2]1[CH:7]=[C:6]([O:8][C:9]2[C:18]3[C:13](=[CH:14][CH:15]=[CH:16][CH:17]=3)[C:12]([NH:19][C:20](=[O:26])[O:21][C:22]([CH3:25])([CH3:24])[CH3:23])=[CH:11][CH:10]=2)[CH:5]=[CH:4][N:3]=1.[CH3:27][O:28][C:29]1[CH:30]=[C:31]([CH:33]=[CH:34][CH:35]=1)[NH2:32].CC1(C)C2C(=C(P(C3C=CC=CC=3)C3C=CC=CC=3)C=CC=2)OC2C(P(C3C=CC=CC=3)C3C=CC=CC=3)=CC=CC1=2.C([O-])([O-])=O.[Cs+].[Cs+]. (4) The reactants are: [CH2:1]([C:8]1[CH:9]=[N:10][C:11]2[C:16]([C:17]=1[C:18]1[CH:19]=[C:20]([OH:24])[CH:21]=[CH:22][CH:23]=1)=[CH:15][CH:14]=[CH:13][C:12]=2[C:25]([F:28])([F:27])[F:26])[C:2]1[CH:7]=[CH:6][CH:5]=[CH:4][CH:3]=1.[CH3:29][N:30]1[C:38]2[C:33](=[CH:34][CH:35]=[CH:36][C:37]=2[CH2:39]O)[CH:32]=[CH:31]1. Given the product [CH2:1]([C:8]1[CH:9]=[N:10][C:11]2[C:16]([C:17]=1[C:18]1[CH:23]=[CH:22][CH:21]=[C:20]([O:24][CH2:39][C:37]3[CH:36]=[CH:35][CH:34]=[C:33]4[C:38]=3[N:30]([CH3:29])[CH:31]=[CH:32]4)[CH:19]=1)=[CH:15][CH:14]=[CH:13][C:12]=2[C:25]([F:28])([F:26])[F:27])[C:2]1[CH:3]=[CH:4][CH:5]=[CH:6][CH:7]=1, predict the reactants needed to synthesize it. (5) Given the product [CH:22]1[CH:21]=[CH:20][C:18](=[O:19])/[C:17](=[CH:16]\[NH:41][CH2:6][CH2:1][NH:12]/[CH:33]=[C:32]2\[C:31]([CH:30]=[CH:29][CH:28]=[CH:35]\2)=[O:36])/[CH:23]=1, predict the reactants needed to synthesize it. The reactants are: [C:1]1([NH2:12])[C:6](F)=C(F)C(F)=C(N)C=1F.Cl.Cl.Cl.[CH:16](=O)[C:17]1[C:18](=[CH:20][CH:21]=[CH:22][CH:23]=1)[OH:19].C([C:28]1[CH:29]=[C:30](OC)[C:31]([OH:36])=[C:32]([CH:35]=1)[CH:33]=O)C=C.C([N:41](CC)CC)C.Cl.C(N(CC)CC)C.